This data is from Peptide-MHC class I binding affinity with 185,985 pairs from IEDB/IMGT. The task is: Regression. Given a peptide amino acid sequence and an MHC pseudo amino acid sequence, predict their binding affinity value. This is MHC class I binding data. (1) The MHC is HLA-A02:03 with pseudo-sequence HLA-A02:03. The binding affinity (normalized) is 0.939. The peptide sequence is FIYSIMETI. (2) The peptide sequence is FTRYRKEAI. The MHC is HLA-B35:01 with pseudo-sequence HLA-B35:01. The binding affinity (normalized) is 0.0847.